Dataset: Full USPTO retrosynthesis dataset with 1.9M reactions from patents (1976-2016). Task: Predict the reactants needed to synthesize the given product. Given the product [Cl:23][C:13]1[C:14]([C:15]2[CH:16]=[CH:17][CH:18]=[CH:19][CH:20]=2)=[N:24][N:21]=[C:11]2[N:10]([CH3:22])[N:9]=[C:8]([C:3]3[CH:4]=[CH:5][CH:6]=[CH:7][C:2]=3[Cl:1])[C:12]=12, predict the reactants needed to synthesize it. The reactants are: [Cl:1][C:2]1[CH:7]=[CH:6][CH:5]=[CH:4][C:3]=1[C:8]1[C:12]([C:13]#[C:14][C:15]2[CH:20]=[CH:19][CH:18]=[CH:17][CH:16]=2)=[C:11]([NH2:21])[N:10]([CH3:22])[N:9]=1.[ClH:23].[N:24]([O-])=O.[Na+].